Dataset: CYP2C19 inhibition data for predicting drug metabolism from PubChem BioAssay. Task: Regression/Classification. Given a drug SMILES string, predict its absorption, distribution, metabolism, or excretion properties. Task type varies by dataset: regression for continuous measurements (e.g., permeability, clearance, half-life) or binary classification for categorical outcomes (e.g., BBB penetration, CYP inhibition). Dataset: cyp2c19_veith. The compound is Cc1ccc(-n2nnnc2SCC(=O)NNC(=O)c2ccco2)c(C)c1. The result is 0 (non-inhibitor).